From a dataset of Reaction yield outcomes from USPTO patents with 853,638 reactions. Predict the reaction yield, written as a fraction of the theoretical maximum amount of product (1.0 means a 100% yield; for example, 0.34 means a 34% yield). (1) The reactants are [Si]([O:8][CH:9]1[CH2:13][CH:12]([C:14]([O:16][CH2:17][CH3:18])=[O:15])[CH:11]([CH2:19][CH3:20])[CH2:10]1)(C(C)(C)C)(C)C.C([SiH](CC)CC)C.[O:28]1[CH2:33][CH2:32][C:31](=O)[CH2:30][CH2:29]1. The catalyst is CC#N.[Bi](Br)(Br)Br. The product is [CH2:19]([CH:11]1[CH2:10][CH:9]([O:8][CH:31]2[CH2:32][CH2:33][O:28][CH2:29][CH2:30]2)[CH2:13][CH:12]1[C:14]([O:16][CH2:17][CH3:18])=[O:15])[CH3:20]. The yield is 0.980. (2) The reactants are C(OC([N:8]1[CH2:13][CH2:12][CH2:11][C@@H:10]([NH:14][C:15]2[N:20]=[C:19]([C:21]3[N:28]4[C:24]([S:25][CH:26]=[CH:27]4)=[N:23][C:22]=3[C:29]3[CH:34]=[CH:33][CH:32]=[C:31]([C:35](=[O:37])[NH2:36])[CH:30]=3)[CH:18]=[CH:17][N:16]=2)[CH2:9]1)=O)(C)(C)C.Cl. The catalyst is C(OCC)(=O)C. The product is [NH:8]1[CH2:13][CH2:12][CH2:11][C@@H:10]([NH:14][C:15]2[N:20]=[C:19]([C:21]3[N:28]4[C:24]([S:25][CH:26]=[CH:27]4)=[N:23][C:22]=3[C:29]3[CH:30]=[C:31]([CH:32]=[CH:33][CH:34]=3)[C:35]([NH2:36])=[O:37])[CH:18]=[CH:17][N:16]=2)[CH2:9]1. The yield is 0.970.